From a dataset of Forward reaction prediction with 1.9M reactions from USPTO patents (1976-2016). Predict the product of the given reaction. (1) Given the reactants C(O)COCCOCCO.[FH:11].[F-].[K+].[C:14]([O:18][CH2:19][CH:20]1[CH2:22][O:21]1)([CH3:17])([CH3:16])[CH3:15].O, predict the reaction product. The product is: [C:14]([O:18][CH2:19][CH:20]([OH:21])[CH2:22][F:11])([CH3:17])([CH3:16])[CH3:15]. (2) Given the reactants C([O:8][C:9]1[CH:36]=[CH:35][C:12]2[NH:13][C:14]([C:19]3[C:20](=[O:34])[C:21]([CH3:33])([CH2:30][CH2:31][CH3:32])[C:22]4[C:27]([C:28]=3[OH:29])=[CH:26][CH:25]=[CH:24][CH:23]=4)=[N:15][S:16](=[O:18])(=[O:17])[C:11]=2[CH:10]=1)C1C=CC=CC=1, predict the reaction product. The product is: [OH:29][C:28]1[C:27]2[C:22](=[CH:23][CH:24]=[CH:25][CH:26]=2)[C:21]([CH3:33])([CH2:30][CH2:31][CH3:32])[C:20](=[O:34])[C:19]=1[C:14]1[NH:13][C:12]2[CH:35]=[CH:36][C:9]([OH:8])=[CH:10][C:11]=2[S:16](=[O:17])(=[O:18])[N:15]=1. (3) Given the reactants [N+:1]([C:4]1[S:8][C:7]([S:9]([N:12]2[CH2:17][CH2:16][N:15]([C:18]3[N:23]=[CH:22][C:21]([C:24]([OH:30])([CH3:29])[C:25]([F:28])([F:27])[F:26])=[CH:20][N:19]=3)[C@@H:14]([CH3:31])[CH2:13]2)(=[O:11])=[O:10])=[CH:6][CH:5]=1)([O-])=O.C([O-])=O.[NH4+], predict the reaction product. The product is: [NH2:1][C:4]1[S:8][C:7]([S:9]([N:12]2[CH2:17][CH2:16][N:15]([C:18]3[N:23]=[CH:22][C:21]([C:24]([OH:30])([CH3:29])[C:25]([F:27])([F:28])[F:26])=[CH:20][N:19]=3)[C@@H:14]([CH3:31])[CH2:13]2)(=[O:10])=[O:11])=[CH:6][CH:5]=1.